Dataset: Peptide-MHC class I binding affinity with 185,985 pairs from IEDB/IMGT. Task: Regression. Given a peptide amino acid sequence and an MHC pseudo amino acid sequence, predict their binding affinity value. This is MHC class I binding data. (1) The peptide sequence is LANETTQAL. The MHC is HLA-A80:01 with pseudo-sequence HLA-A80:01. The binding affinity (normalized) is 0.0847. (2) The peptide sequence is DRGKDKVKVL. The MHC is Mamu-A07 with pseudo-sequence Mamu-A07. The binding affinity (normalized) is 0. (3) The peptide sequence is AVYLLDGLR. The MHC is HLA-A26:01 with pseudo-sequence HLA-A26:01. The binding affinity (normalized) is 0.0847. (4) The peptide sequence is SGVENPGGYCLTK. The MHC is H-2-Db with pseudo-sequence H-2-Db. The binding affinity (normalized) is 0.361. (5) The peptide sequence is GLPMNTGWV. The MHC is HLA-A69:01 with pseudo-sequence HLA-A69:01. The binding affinity (normalized) is 0.203. (6) The peptide sequence is IQIQATETA. The MHC is HLA-A25:01 with pseudo-sequence HLA-A25:01. The binding affinity (normalized) is 0.0847. (7) The peptide sequence is GIADFIIFK. The binding affinity (normalized) is 0.0847. The MHC is HLA-A69:01 with pseudo-sequence HLA-A69:01.